From a dataset of Catalyst prediction with 721,799 reactions and 888 catalyst types from USPTO. Predict which catalyst facilitates the given reaction. (1) Reactant: [Cl:1][C:2]1[CH:7]=[CH:6][C:5]([NH:8][C:9]([C:11]2[N:15]3[CH:16]=[CH:17][CH:18]=[CH:19][C:14]3=[N:13][C:12]=2[C:20]2[CH:25]=[C:24]([Cl:26])[CH:23]=[CH:22][C:21]=2[Cl:27])=S)=[CH:4][CH:3]=1.[CH3:28][O:29][CH:30]([O:33][CH3:34])[CH2:31][NH2:32]. Product: [Cl:1][C:2]1[CH:7]=[CH:6][C:5]([NH:8][C:9]([C:11]2[N:15]3[CH:16]=[CH:17][CH:18]=[CH:19][C:14]3=[N:13][C:12]=2[C:20]2[CH:25]=[C:24]([Cl:26])[CH:23]=[CH:22][C:21]=2[Cl:27])=[N:32][CH2:31][CH:30]([O:33][CH3:34])[O:29][CH3:28])=[CH:4][CH:3]=1. The catalyst class is: 13. (2) Reactant: FC(F)(F)C(O)=O.COC[O:11][CH2:12][CH2:13][CH:14]1[O:18][C:17]2=[N:19][C:20]([N+:22]([O-:24])=[O:23])=[CH:21][N:16]2[CH2:15]1. Product: [OH:11][CH2:12][CH2:13][CH:14]1[O:18][C:17]2=[N:19][C:20]([N+:22]([O-:24])=[O:23])=[CH:21][N:16]2[CH2:15]1. The catalyst class is: 2. (3) The catalyst class is: 1. Product: [Br:4][C:5]1[CH:12]=[CH:11][C:8]([CH2:9][S:2][CH3:1])=[CH:7][CH:6]=1. Reactant: [CH3:1][S-:2].[Na+].[Br:4][C:5]1[CH:12]=[CH:11][C:8]([CH2:9]Br)=[CH:7][CH:6]=1.